From a dataset of Catalyst prediction with 721,799 reactions and 888 catalyst types from USPTO. Predict which catalyst facilitates the given reaction. (1) Reactant: [CH2:1]([NH:8][CH:9]1[CH2:12][N:11]([C:13]([O:15][C:16]([CH3:19])([CH3:18])[CH3:17])=[O:14])[CH2:10]1)[C:2]1[CH:7]=[CH:6][CH:5]=[CH:4][CH:3]=1.CI.[C:22](=O)([O-])[O-].[Cs+].[Cs+]. Product: [CH2:1]([N:8]([CH3:22])[CH:9]1[CH2:12][N:11]([C:13]([O:15][C:16]([CH3:19])([CH3:18])[CH3:17])=[O:14])[CH2:10]1)[C:2]1[CH:3]=[CH:4][CH:5]=[CH:6][CH:7]=1. The catalyst class is: 39. (2) Reactant: [CH:1](=O)[CH2:2][CH2:3][CH2:4][CH2:5][CH:6]=[CH2:7].[C:9]([NH:16][NH2:17])([O:11][C:12]([CH3:15])([CH3:14])[CH3:13])=[O:10].[BH3-]C#N.[Na+].C([O-])(O)=O.[Na+]. Product: [C:12]([O:11][C:9]([NH:16][NH:17][CH2:1][CH2:2][CH2:3][CH2:4][CH2:5][CH:6]=[CH2:7])=[O:10])([CH3:15])([CH3:14])[CH3:13]. The catalyst class is: 342. (3) The catalyst class is: 2. Product: [OH:4][CH2:3][C@H:2]([NH:1][C:13](=[O:14])[C@@H:12]([CH3:11])[CH2:16][CH:17]=[CH2:18])[C:5]1[CH:10]=[CH:9][CH:8]=[CH:7][CH:6]=1. Reactant: [NH2:1][C@H:2]([C:5]1[CH:10]=[CH:9][CH:8]=[CH:7][CH:6]=1)[CH2:3][OH:4].[CH3:11][C@@H:12]([CH2:16][CH:17]=[CH2:18])[C:13](O)=[O:14].CCOC(C)=O.CCCCCC. (4) Product: [CH2:1]([O:3][C:4]([C:6]1[NH:7][C:8]2[C:13]([CH:14]=1)=[CH:12][C:11]([O:15][CH:23]1[CH2:24][CH2:25][N:20]([CH:17]([CH3:19])[CH3:18])[CH2:21][CH2:22]1)=[C:10]([CH3:16])[CH:9]=2)=[O:5])[CH3:2]. Reactant: [CH2:1]([O:3][C:4]([C:6]1[NH:7][C:8]2[C:13]([CH:14]=1)=[CH:12][C:11]([OH:15])=[C:10]([CH3:16])[CH:9]=2)=[O:5])[CH3:2].[CH:17]([N:20]1[CH2:25][CH2:24][CH:23](O)[CH2:22][CH2:21]1)([CH3:19])[CH3:18].C1(P(C2C=CC=CC=2)C2C=CC=CC=2)C=CC=CC=1.N(C(OC(C)(C)C)=O)=NC(OC(C)(C)C)=O. The catalyst class is: 7. (5) Reactant: [CH:1]([N:4]1[CH:8]=[CH:7][C:6]([C:9](OCC)=[O:10])=[N:5]1)([CH3:3])[CH3:2].[Al].[Li].[C@H](O)(C([O-])=O)[C@@H](O)C([O-])=O.[Na+].[K+]. Product: [CH:1]([N:4]1[CH:8]=[CH:7][C:6]([CH2:9][OH:10])=[N:5]1)([CH3:3])[CH3:2]. The catalyst class is: 469. (6) Reactant: [N:1]1[C:10]2[C:5](=[CH:6][CH:7]=[CH:8][C:9]=2[OH:11])[CH:4]=[CH:3][C:2]=1[OH:12].N12CCCN=C1CCCCC2.[CH2:24](Br)[C:25]1[CH:30]=[CH:29][CH:28]=[CH:27][CH:26]=1. Product: [CH2:24]([O:11][C:9]1[CH:8]=[CH:7][CH:6]=[C:5]2[C:10]=1[N:1]=[C:2]([OH:12])[CH:3]=[CH:4]2)[C:25]1[CH:30]=[CH:29][CH:28]=[CH:27][CH:26]=1. The catalyst class is: 32. (7) Reactant: [S:1]1[C:9]2[CH:8]=[CH:7][N:6]=[CH:5][C:4]=2[CH:3]=[CH:2]1.C([Li])CCC.[B:15](OC(C)C)([O:20]C(C)C)[O:16]C(C)C.P(=O)(O)(O)O. Product: [S:1]1[C:9]2[CH:8]=[CH:7][N:6]=[CH:5][C:4]=2[CH:3]=[C:2]1[B:15]([OH:20])[OH:16]. The catalyst class is: 809.